This data is from NCI-60 drug combinations with 297,098 pairs across 59 cell lines. The task is: Regression. Given two drug SMILES strings and cell line genomic features, predict the synergy score measuring deviation from expected non-interaction effect. (1) Synergy scores: CSS=-0.887, Synergy_ZIP=-1.26, Synergy_Bliss=-3.73, Synergy_Loewe=-14.5, Synergy_HSA=-6.68. Drug 1: CCC1(CC2CC(C3=C(CCN(C2)C1)C4=CC=CC=C4N3)(C5=C(C=C6C(=C5)C78CCN9C7C(C=CC9)(C(C(C8N6C=O)(C(=O)OC)O)OC(=O)C)CC)OC)C(=O)OC)O.OS(=O)(=O)O. Drug 2: C(CN)CNCCSP(=O)(O)O. Cell line: NCIH23. (2) Drug 1: CC1=C(C=C(C=C1)NC2=NC=CC(=N2)N(C)C3=CC4=NN(C(=C4C=C3)C)C)S(=O)(=O)N.Cl. Drug 2: C(CCl)NC(=O)N(CCCl)N=O. Cell line: SW-620. Synergy scores: CSS=2.60, Synergy_ZIP=3.46, Synergy_Bliss=3.24, Synergy_Loewe=-10.6, Synergy_HSA=-6.56. (3) Drug 1: C1=CC(=CC=C1CC(C(=O)O)N)N(CCCl)CCCl.Cl. Drug 2: CCN(CC)CCNC(=O)C1=C(NC(=C1C)C=C2C3=C(C=CC(=C3)F)NC2=O)C. Cell line: MDA-MB-231. Synergy scores: CSS=5.85, Synergy_ZIP=-2.61, Synergy_Bliss=2.95, Synergy_Loewe=-1.46, Synergy_HSA=0.0597.